From a dataset of Drug-target binding data from BindingDB using IC50 measurements. Regression. Given a target protein amino acid sequence and a drug SMILES string, predict the binding affinity score between them. We predict pIC50 (pIC50 = -log10(IC50 in M); higher means more potent). Dataset: bindingdb_ic50. (1) The small molecule is O=C([O-])C(c1ccccc1)N1C(=O)c2ccccc2NC(=O)C1c1ccccc1. The target protein sequence is MCNTNMSVPTDGAVTTSQIPASEQETQDKEESVESSLPLNAIEPCVICQGRPKNGCIVHGKTGHLMACFTCAKKLKKRNKPCPVCRQPIQMIVLTYFP. The pIC50 is 3.9. (2) The compound is CC(C)CCC1(c2ccccc2)CC(=O)C(SCCc2ccccc2)C(=O)O1. The target protein sequence is PQITLWQRPLVTIKIGGQLKEALLDTGADDTVLEEMNLPGRWKPKMIGGIGGFIKVRQYDQILIEICGHKAIGTVLVGPTPVNIIGRNLLTQIGCTLNF. The pIC50 is 7.0.